Dataset: Forward reaction prediction with 1.9M reactions from USPTO patents (1976-2016). Task: Predict the product of the given reaction. (1) Given the reactants Cl.[NH:2]1[CH2:7][CH2:6][CH:5]([O:8][C:9]2[CH:17]=[CH:16][C:12]([C:13]([NH2:15])=[O:14])=[CH:11][CH:10]=2)[CH2:4][CH2:3]1.[C:18]1([CH2:24][CH2:25][CH:26]=O)[CH:23]=[CH:22][CH:21]=[CH:20][CH:19]=1.C(O[BH-](OC(=O)C)OC(=O)C)(=O)C, predict the reaction product. The product is: [C:18]1([CH2:24][CH2:25][CH2:26][N:2]2[CH2:3][CH2:4][CH:5]([O:8][C:9]3[CH:17]=[CH:16][C:12]([C:13]([NH2:15])=[O:14])=[CH:11][CH:10]=3)[CH2:6][CH2:7]2)[CH:23]=[CH:22][CH:21]=[CH:20][CH:19]=1. (2) Given the reactants [NH2:1][C:2]1[CH:7]=[CH:6][C:5]([S:8]([NH:11][C:12]2[C:21]([F:22])=[CH:20][C:15]([C:16]([O:18][CH3:19])=[O:17])=[C:14]([F:23])[CH:13]=2)(=[O:10])=[O:9])=[CH:4][CH:3]=1.[CH:24]([NH:26][NH:27][CH:28]=O)=O.Cl[Si](C)(C)C.C(N(CC)CC)C, predict the reaction product. The product is: [F:23][C:14]1[CH:13]=[C:12]([NH:11][S:8]([C:5]2[CH:4]=[CH:3][C:2]([N:1]3[CH:28]=[N:27][N:26]=[CH:24]3)=[CH:7][CH:6]=2)(=[O:10])=[O:9])[C:21]([F:22])=[CH:20][C:15]=1[C:16]([O:18][CH3:19])=[O:17]. (3) Given the reactants [F:1][C:2]1[CH:3]=[C:4]([CH:8]=[CH:9][C:10]=1[N+:11]([O-:13])=[O:12])[CH:5]=[N:6][OH:7].OC1C(OS(C2C=CC(C)=CC=2)(=O)=O)=C(I)C=CC=1.[C:33]([O:37][CH2:38][CH3:39])(=[O:36])[C:34]#[CH:35], predict the reaction product. The product is: [CH2:38]([O:37][C:33]([C:34]1[O:7][N:6]=[C:5]([C:4]2[CH:8]=[CH:9][C:10]([N+:11]([O-:13])=[O:12])=[C:2]([F:1])[CH:3]=2)[CH:35]=1)=[O:36])[CH3:39]. (4) The product is: [C:1]1([CH3:21])[CH:6]=[CH:5][CH:4]=[CH:3][C:2]=1[N:7]1[C:15]2[C:10](=[CH:11][CH:12]=[CH:13][CH:14]=2)[C:9]([C:16]([OH:18])=[O:17])=[CH:8]1. Given the reactants [C:1]1([CH3:21])[CH:6]=[CH:5][CH:4]=[CH:3][C:2]=1[N:7]1[C:15]2[C:10](=[CH:11][CH:12]=[CH:13][CH:14]=2)[C:9]([C:16]([O:18]CC)=[O:17])=[CH:8]1.[OH-].[Na+], predict the reaction product. (5) Given the reactants [CH3:1][C:2]1([CH3:24])[CH2:11][CH2:10][C:9]([CH3:13])([CH3:12])[C:8]2[CH:7]=[C:6]([C:14](=[O:16])[CH3:15])[CH:5]=[C:4]([C:17]3[CH:22]=[CH:21][C:20]([CH3:23])=[CH:19][CH:18]=3)[C:3]1=2.[C:25]([C:28]1[CH:35]=[CH:34][C:31]([CH:32]=O)=[CH:30][CH:29]=1)([OH:27])=[O:26].[OH-].[K+], predict the reaction product. The product is: [O:16]=[C:14]([C:6]1[CH:5]=[C:4]([C:17]2[CH:22]=[CH:21][C:20]([CH3:23])=[CH:19][CH:18]=2)[C:3]2[C:2]([CH3:24])([CH3:1])[CH2:11][CH2:10][C:9]([CH3:12])([CH3:13])[C:8]=2[CH:7]=1)/[CH:15]=[CH:32]/[C:31]1[CH:34]=[CH:35][C:28]([C:25]([OH:27])=[O:26])=[CH:29][CH:30]=1. (6) Given the reactants [CH2:1]([O:7][C:8]1[CH:13]=[CH:12][C:11]([C:14]2[NH:15][C:16]3[CH:22]=[C:21]([C:23](N(OC)C)=[O:24])[CH:20]=[CH:19][C:17]=3[N:18]=2)=[CH:10][CH:9]=1)[CH2:2][CH2:3][CH2:4][C:5]#[CH:6].[H-].[Al+3].[Li+].[H-].[H-].[H-], predict the reaction product. The product is: [CH2:1]([O:7][C:8]1[CH:9]=[CH:10][C:11]([C:14]2[NH:15][C:16]3[CH:22]=[C:21]([CH:23]=[O:24])[CH:20]=[CH:19][C:17]=3[N:18]=2)=[CH:12][CH:13]=1)[CH2:2][CH2:3][CH2:4][C:5]#[CH:6]. (7) Given the reactants [CH2:1]([C:5]1[O:9][N:8]=[C:7]([C:10]([OH:12])=[O:11])[CH:6]=1)[CH:2]([CH3:4])[CH3:3].[CH3:13][Si](C=[N+]=[N-])(C)C, predict the reaction product. The product is: [CH2:1]([C:5]1[O:9][N:8]=[C:7]([C:10]([O:12][CH3:13])=[O:11])[CH:6]=1)[CH:2]([CH3:4])[CH3:3].